Dataset: Forward reaction prediction with 1.9M reactions from USPTO patents (1976-2016). Task: Predict the product of the given reaction. Given the reactants [NH2:1][C:2]([CH3:7])([CH3:6])[C:3]([OH:5])=[O:4].[F:8][C:9]([F:20])([F:19])[C:10](O[C:10](=[O:11])[C:9]([F:20])([F:19])[F:8])=[O:11].C(O)(C(F)(F)F)=O, predict the reaction product. The product is: [F:8][C:9]([F:20])([F:19])[C:10]([NH:1][C:2]([CH3:7])([CH3:6])[C:3]([OH:5])=[O:4])=[O:11].